This data is from Reaction yield outcomes from USPTO patents with 853,638 reactions. The task is: Predict the reaction yield, written as a fraction of the theoretical maximum amount of product (1.0 means a 100% yield; for example, 0.34 means a 34% yield). (1) The reactants are CO[C:3]([C:9]1[CH:14]=[CH:13][C:12]([O:15][C:16]2[CH:21]=[CH:20][CH:19]=[CH:18][CH:17]=2)=[CH:11][CH:10]=1)=[C:4]([C:7]#[N:8])[C:5]#[N:6].CCN(CC)CC.Cl.[CH:30]1([NH:36][NH2:37])[CH2:35][CH2:34][CH2:33][CH2:32][CH2:31]1. The catalyst is CCO.O. The product is [NH2:6][C:5]1[N:36]([CH:30]2[CH2:35][CH2:34][CH2:33][CH2:32][CH2:31]2)[N:37]=[C:3]([C:9]2[CH:14]=[CH:13][C:12]([O:15][C:16]3[CH:21]=[CH:20][CH:19]=[CH:18][CH:17]=3)=[CH:11][CH:10]=2)[C:4]=1[C:7]#[N:8]. The yield is 0.500. (2) The reactants are [NH2:1][CH:2]1[CH2:6][CH:5]([C:7]([O:9][CH2:10][CH3:11])=[O:8])[CH:4]([CH3:12])[CH2:3]1.[CH:13]1([S:16](Cl)(=[O:18])=[O:17])[CH2:15][CH2:14]1. The catalyst is CN(C=O)C. The product is [CH:13]1([S:16]([NH:1][CH:2]2[CH2:6][CH:5]([C:7]([O:9][CH2:10][CH3:11])=[O:8])[CH:4]([CH3:12])[CH2:3]2)(=[O:18])=[O:17])[CH2:15][CH2:14]1. The yield is 0.880. (3) The reactants are [CH:1]1([N:6]2[C:10]3=[N:11][CH:12]=[N:13][C:14]([NH2:15])=[C:9]3[C:8]([C:16]3[CH:21]=[CH:20][C:19]([O:22][CH2:23][CH3:24])=[C:18]([O:25]C)[CH:17]=3)=[N:7]2)[CH2:5][CH2:4][CH2:3][CH2:2]1. The catalyst is C(Cl)Cl. The product is [NH2:15][C:14]1[N:13]=[CH:12][N:11]=[C:10]2[N:6]([CH:1]3[CH2:5][CH2:4][CH2:3][CH2:2]3)[N:7]=[C:8]([C:16]3[CH:21]=[CH:20][C:19]([O:22][CH2:23][CH3:24])=[C:18]([OH:25])[CH:17]=3)[C:9]=12. The yield is 0.130. (4) The reactants are [F:1][C:2]1[CH:7]=[CH:6][C:5]([F:8])=[CH:4][C:3]=1[CH:9]1[CH2:13][CH2:12][CH2:11][N:10]1[C:14]1[CH:19]=[CH:18][N:17]2[N:20]=[CH:21][C:22]([C:23]([NH:25][NH:26][C:27](=O)[C:28]([CH3:31])([CH3:30])[CH3:29])=[O:24])=[C:16]2[N:15]=1.N1C=CC=CC=1.S(OS(C(F)(F)F)(=O)=O)(C(F)(F)F)(=O)=O. The catalyst is C(Cl)Cl. The product is [C:28]([C:27]1[O:24][C:23]([C:22]2[CH:21]=[N:20][N:17]3[CH:18]=[CH:19][C:14]([N:10]4[CH2:11][CH2:12][CH2:13][CH:9]4[C:3]4[CH:4]=[C:5]([F:8])[CH:6]=[CH:7][C:2]=4[F:1])=[N:15][C:16]=23)=[N:25][N:26]=1)([CH3:30])([CH3:31])[CH3:29]. The yield is 0.640. (5) The reactants are [CH3:1][N:2]([CH3:6])[CH2:3][CH2:4][NH2:5].[CH2:7]([S:9]([C:12]1[CH:13]=[C:14]([C:18]2[C:23]3[C:24]4[CH:30]=[C:29]([CH3:31])[CH:28]=[N:27][C:25]=4[NH:26][C:22]=3[C:21](NCCCN(C)C)=[N:20][CH:19]=2)[CH:15]=[CH:16][CH:17]=1)(=[O:11])=[O:10])[CH3:8]. No catalyst specified. The product is [CH2:7]([S:9]([C:12]1[CH:13]=[C:14]([C:18]2[C:23]3[C:24]4[CH:30]=[C:29]([CH3:31])[CH:28]=[N:27][C:25]=4[NH:26][C:22]=3[C:21]([NH:5][CH2:4][CH2:3][N:2]([CH3:6])[CH3:1])=[N:20][CH:19]=2)[CH:15]=[CH:16][CH:17]=1)(=[O:10])=[O:11])[CH3:8]. The yield is 0.770. (6) The reactants are [CH2:1]([C:3]1[CH:10]=[C:9]([OH:11])[CH:8]=[C:7]([CH2:12][CH3:13])[C:4]=1[CH:5]=[O:6])[CH3:2].C(=O)([O-])[O-].[Cs+].[Cs+].IC.[CH3:22][CH2:23]OCC. The catalyst is CN(C)C=O. The product is [CH2:22]([O:11][C:9]1[CH:8]=[C:7]([CH2:12][CH3:13])[C:4]([CH:5]=[O:6])=[C:3]([CH2:1][CH3:2])[CH:10]=1)[CH3:23]. The yield is 0.820.